From a dataset of Full USPTO retrosynthesis dataset with 1.9M reactions from patents (1976-2016). Predict the reactants needed to synthesize the given product. (1) Given the product [CH3:3][N:2]([CH2:4][C:5]1[NH:6][C:7](=[O:20])[C:8]2[S:13][C:12]3[CH:14]=[CH:15][C:16]([CH2:18][CH3:19])=[CH:17][C:11]=3[C:9]=2[N:10]=1)[CH3:1], predict the reactants needed to synthesize it. The reactants are: [CH3:1][N:2]([CH2:4][C:5]1[NH:6][C:7](=[O:20])[C:8]2[S:13][C:12]3[CH:14]=[CH:15][C:16]([CH:18]=[CH2:19])=[CH:17][C:11]=3[C:9]=2[N:10]=1)[CH3:3]. (2) The reactants are: OCCCCCCCCN[C:11]([C:13]1[CH:14]=[C:15]([S:19]([C:22]2[CH:23]=[C:24]3[C:29](=[C:30]([CH3:32])[CH:31]=2)[N:28]=[CH:27][C:26]([C:33]([NH2:35])=[O:34])=[C:25]3[NH:36][C:37]2[CH:42]=[CH:41][CH:40]=[C:39]([O:43][CH3:44])[CH:38]=2)(=[O:21])=[O:20])[CH:16]=[CH:17][CH:18]=1)=[O:12].[NH2:45][C:46]1[CH:51]=[CH:50][C:49]([C:52]#[C:53][CH2:54][CH2:55][CH2:56][N:57]([CH3:80])[CH2:58][C@@H:59]([C:68]2[CH:77]=[CH:76][C:75]([OH:78])=[C:74]3[C:69]=2[CH:70]=[CH:71][C:72](=[O:79])[NH:73]3)[O:60][Si:61]([C:64]([CH3:67])([CH3:66])[CH3:65])([CH3:63])[CH3:62])=[CH:48][CH:47]=1. Given the product [Si:61]([O:60][C@H:59]([C:68]1[CH:77]=[CH:76][C:75]([OH:78])=[C:74]2[C:69]=1[CH:70]=[CH:71][C:72](=[O:79])[NH:73]2)[CH2:58][N:57]([CH3:80])[CH2:56][CH2:55][CH2:54][C:53]#[C:52][C:49]1[CH:50]=[CH:51][C:46]([NH:45][C:11]([C:13]2[CH:14]=[C:15]([S:19]([C:22]3[CH:23]=[C:24]4[C:29](=[C:30]([CH3:32])[CH:31]=3)[N:28]=[CH:27][C:26]([C:33]([NH2:35])=[O:34])=[C:25]4[NH:36][C:37]3[CH:42]=[CH:41][CH:40]=[C:39]([O:43][CH3:44])[CH:38]=3)(=[O:20])=[O:21])[CH:16]=[CH:17][CH:18]=2)=[O:12])=[CH:47][CH:48]=1)([C:64]([CH3:67])([CH3:66])[CH3:65])([CH3:62])[CH3:63], predict the reactants needed to synthesize it. (3) Given the product [F:42][C:23]([F:41])([F:22])[C:24]([NH:26][CH2:27][C:28]1[CH:33]=[CH:32][C:31]([F:34])=[C:30]([CH:35]2[CH2:40][CH2:39][N:38]([C:18]([C:7]3[C:6]4[C:10](=[C:2]([CH3:1])[CH:3]=[CH:4][CH:5]=4)[N:9]([CH2:11][CH2:12][N:13]4[CH2:14][CH2:15][CH2:16][CH2:17]4)[CH:8]=3)=[O:19])[CH2:37][CH2:36]2)[CH:29]=1)=[O:25], predict the reactants needed to synthesize it. The reactants are: [CH3:1][C:2]1[CH:3]=[CH:4][CH:5]=[C:6]2[C:10]=1[N:9]([CH2:11][CH2:12][N:13]1[CH2:17][CH2:16][CH2:15][CH2:14]1)[CH:8]=[C:7]2[C:18](O)=[O:19].Cl.[F:22][C:23]([F:42])([F:41])[C:24]([NH:26][CH2:27][C:28]1[CH:33]=[CH:32][C:31]([F:34])=[C:30]([CH:35]2[CH2:40][CH2:39][NH:38][CH2:37][CH2:36]2)[CH:29]=1)=[O:25]. (4) Given the product [I:17][C:14]1[CH:15]=[CH:16][C:11]([N:8]2[C:6]3[N:7]=[C:2]([NH:19][C@@H:20]4[CH2:24][CH2:23][C@@H:22]([C:25]([OH:27])=[O:26])[CH2:21]4)[N:3]=[CH:4][C:5]=3[N:10]=[N:9]2)=[CH:12][CH:13]=1, predict the reactants needed to synthesize it. The reactants are: Cl[C:2]1[N:3]=[CH:4][C:5]2[N:10]=[N:9][N:8]([C:11]3[CH:16]=[CH:15][C:14]([I:17])=[CH:13][CH:12]=3)[C:6]=2[N:7]=1.Cl.[NH2:19][C@@H:20]1[CH2:24][CH2:23][C@@H:22]([C:25]([OH:27])=[O:26])[CH2:21]1.C(N(C(C)C)C(C)C)C.O. (5) Given the product [CH3:41][O:42][C:43]1[CH:44]=[C:45]([NH:51][C:52]([NH:12][CH3:11])=[C:53]2[C:58](=[O:59])[O:57][C:56]([CH3:61])([CH3:60])[O:55][C:54]2=[O:62])[CH:46]=[CH:47][C:48]=1[O:49][CH3:50], predict the reactants needed to synthesize it. The reactants are: FC1C=C(NC(C2(C(NC3C=CC(F)=CC=3)=O)CC2)=O)C=CC=1OC1C2C(=CC(OC)=C(OC)C=2)[N:12]=[C:11](NC)C=1.[CH3:41][O:42][C:43]1[CH:44]=[C:45]([NH:51][C:52](SC)=[C:53]2[C:58](=[O:59])[O:57][C:56]([CH3:61])([CH3:60])[O:55][C:54]2=[O:62])[CH:46]=[CH:47][C:48]=1[O:49][CH3:50].CN. (6) Given the product [N:35]([CH2:2][C:3]1[N:8]=[C:7]([N:9]2[CH2:13][CH2:12][CH2:11][C:10]2=[O:14])[CH:6]=[CH:5][CH:4]=1)=[N+:36]=[N-:37], predict the reactants needed to synthesize it. The reactants are: Br[CH2:2][C:3]1[N:8]=[C:7]([N:9]2[CH2:13][CH2:12][CH2:11][C:10]2=[O:14])[CH:6]=[CH:5][CH:4]=1.C1(P(=O)(C2C=CC=CC=2)C2C=CC=CC=2)C=CC=CC=1.[N-:35]=[N+:36]=[N-:37].[Na+].